Dataset: NCI-60 drug combinations with 297,098 pairs across 59 cell lines. Task: Regression. Given two drug SMILES strings and cell line genomic features, predict the synergy score measuring deviation from expected non-interaction effect. (1) Drug 1: CCN(CC)CCCC(C)NC1=C2C=C(C=CC2=NC3=C1C=CC(=C3)Cl)OC. Drug 2: B(C(CC(C)C)NC(=O)C(CC1=CC=CC=C1)NC(=O)C2=NC=CN=C2)(O)O. Cell line: MOLT-4. Synergy scores: CSS=68.6, Synergy_ZIP=-2.17, Synergy_Bliss=-5.47, Synergy_Loewe=-16.1, Synergy_HSA=-3.51. (2) Drug 1: C1CCC(C1)C(CC#N)N2C=C(C=N2)C3=C4C=CNC4=NC=N3. Drug 2: CC(C)(C#N)C1=CC(=CC(=C1)CN2C=NC=N2)C(C)(C)C#N. Cell line: K-562. Synergy scores: CSS=15.7, Synergy_ZIP=-2.28, Synergy_Bliss=3.40, Synergy_Loewe=0.238, Synergy_HSA=-0.345. (3) Drug 1: C1C(C(OC1N2C=C(C(=O)NC2=O)F)CO)O. Drug 2: COC1=C2C(=CC3=C1OC=C3)C=CC(=O)O2. Cell line: NCI-H322M. Synergy scores: CSS=-1.26, Synergy_ZIP=1.68, Synergy_Bliss=1.34, Synergy_Loewe=-69.6, Synergy_HSA=-2.83. (4) Drug 2: C1=NNC2=C1C(=O)NC=N2. Drug 1: CN(C)N=NC1=C(NC=N1)C(=O)N. Cell line: MCF7. Synergy scores: CSS=0.950, Synergy_ZIP=-2.29, Synergy_Bliss=-2.65, Synergy_Loewe=-3.61, Synergy_HSA=-3.30.